This data is from Reaction yield outcomes from USPTO patents with 853,638 reactions. The task is: Predict the reaction yield, written as a fraction of the theoretical maximum amount of product (1.0 means a 100% yield; for example, 0.34 means a 34% yield). (1) The reactants are [CH3:1][O:2][C:3]1[CH:4]=[C:5]2[C:10](=[CH:11][CH:12]=1)[C:9]([OH:13])=[N:8][CH:7]=[CH:6]2.I[C:15]1[CH:20]=[CH:19][C:18]([O:21][CH3:22])=[CH:17][CH:16]=1.N1CCC[C@H]1C(O)=O.C(=O)([O-])[O-].[K+].[K+]. The catalyst is [Cu]I.O.CS(C)=O. The product is [CH3:1][O:2][C:3]1[CH:4]=[C:5]2[C:10](=[CH:11][CH:12]=1)[C:9](=[O:13])[N:8]([C:15]1[CH:20]=[CH:19][C:18]([O:21][CH3:22])=[CH:17][CH:16]=1)[CH:7]=[CH:6]2. The yield is 0.903. (2) The reactants are C[O:2]C1C=C2C(C=CC(=O)N2)=CC=1.C[Si]([N-][Si](C)(C)C)(C)C.[Li+].FC1C=C2C(C=CC(=O)N2CCN2CCC(NCC3C=CC4OCC(=O)NC=4N=3)CC2)=CC=1.[CH3:57][O:58][C:59]1[CH:68]=[C:67]2[C:62]([CH:63]=C[C:65](=[O:85])[N:66]2[CH2:69][CH2:70][N:71]2[CH2:76][CH2:75][CH:74]([NH:77][C:78](=[O:84])[O:79][C:80]([CH3:83])([CH3:82])[CH3:81])[CH2:73][CH2:72]2)=[CH:61][CH:60]=1. The catalyst is CN(C)C=O.ClCCl.CO. The product is [CH3:57][O:58][C:59]1[CH:60]=[CH:61][C:62]2[CH2:63][O:85][C:65](=[O:2])[N:66]([CH2:69][CH2:70][N:71]3[CH2:72][CH2:73][CH:74]([NH:77][C:78](=[O:84])[O:79][C:80]([CH3:83])([CH3:82])[CH3:81])[CH2:75][CH2:76]3)[C:67]=2[CH:68]=1. The yield is 0.470.